From a dataset of Catalyst prediction with 721,799 reactions and 888 catalyst types from USPTO. Predict which catalyst facilitates the given reaction. (1) Reactant: [OH-].[Na+].[CH3:3][O:4][C:5]1[N:10]=[C:9](/[CH:11]=[CH:12]/[C:13]([O:15]CC)=[O:14])[CH:8]=[CH:7][C:6]=1[N:18]1[CH:22]=[C:21]([CH3:23])[N:20]=[CH:19]1.Cl. Product: [CH3:3][O:4][C:5]1[N:10]=[C:9](/[CH:11]=[CH:12]/[C:13]([OH:15])=[O:14])[CH:8]=[CH:7][C:6]=1[N:18]1[CH:22]=[C:21]([CH3:23])[N:20]=[CH:19]1. The catalyst class is: 92. (2) Reactant: [Cl:1][C:2]1[C:6]2[CH:7]=[C:8]([CH:13]=[O:14])[C:9](F)=[C:10]([F:11])[C:5]=2[O:4][N:3]=1.[CH3:15][C@H:16]1[O:21][C@H:20]([CH3:22])[CH2:19][NH:18][CH2:17]1.CCN(C(C)C)C(C)C. Product: [Cl:1][C:2]1[C:6]2[CH:7]=[C:8]([CH:13]=[O:14])[C:9]([N:18]3[CH2:17][C@@H:16]([CH3:15])[O:21][C@H:20]([CH3:22])[CH2:19]3)=[C:10]([F:11])[C:5]=2[O:4][N:3]=1. The catalyst class is: 10. (3) Reactant: [CH3:1][O:2][C:3]1[CH:4]=[C:5]([CH:12]=[CH:13][C:14]=1[N+:15]([O-])=O)[CH2:6][N:7]1[CH2:11][CH2:10][CH2:9][CH2:8]1. Product: [CH3:1][O:2][C:3]1[CH:4]=[C:5]([CH2:6][N:7]2[CH2:11][CH2:10][CH2:9][CH2:8]2)[CH:12]=[CH:13][C:14]=1[NH2:15]. The catalyst class is: 50. (4) Reactant: C([O:3][C:4]([C:6]1[NH:7][C:8]2[C:13]([CH:14]=1)=[CH:12][C:11]([CH:15]1[CH2:20][CH2:19][CH2:18][N:17]([CH2:21][CH2:22][O:23][CH3:24])[CH2:16]1)=[CH:10][CH:9]=2)=O)C.[F:25][C:26]1[CH:27]=[C:28]([CH:30]=[C:31]([F:33])[CH:32]=1)[NH2:29]. Product: [F:25][C:26]1[CH:27]=[C:28]([NH:29][C:4]([C:6]2[NH:7][C:8]3[C:13]([CH:14]=2)=[CH:12][C:11]([CH:15]2[CH2:20][CH2:19][CH2:18][N:17]([CH2:21][CH2:22][O:23][CH3:24])[CH2:16]2)=[CH:10][CH:9]=3)=[O:3])[CH:30]=[C:31]([F:33])[CH:32]=1. The catalyst class is: 98. (5) Reactant: [Br:1][C:2]1[CH:3]=[C:4]2[C:15](=[CH:16][CH:17]=1)[O:14][C:7]1[C:8]([F:13])=[N:9][C:10]([Cl:12])=[CH:11][C:6]=1[C:5]2=[O:18].[CH3:19][Mg]Br.[NH4+].[Cl-].O. Product: [Br:1][C:2]1[CH:3]=[C:4]2[C:15](=[CH:16][CH:17]=1)[O:14][C:7]1[C:8]([F:13])=[N:9][C:10]([Cl:12])=[CH:11][C:6]=1[C:5]2([CH3:19])[OH:18]. The catalyst class is: 1.